Dataset: Reaction yield outcomes from USPTO patents with 853,638 reactions. Task: Predict the reaction yield, written as a fraction of the theoretical maximum amount of product (1.0 means a 100% yield; for example, 0.34 means a 34% yield). (1) The reactants are [O:1]=[C:2]1[NH:10]/[C:9](=[N:11]\[NH:12][C:13](=O)[CH2:14][CH2:15][CH2:16][C:17]2[O:21][N:20]=[C:19]([C:22]3[CH:27]=[CH:26][CH:25]=[CH:24][CH:23]=3)[N:18]=2)/[N:8]([CH2:29][CH2:30][CH2:31][CH2:32][CH3:33])[C:7]2[N:6]=[CH:5][NH:4][C:3]1=2. The catalyst is C1(C)C=CC=CC=1. The product is [CH2:29]([N:8]1[C:7]2[N:6]=[CH:5][NH:4][C:3]=2[C:2](=[O:1])[N:10]2[C:13]([CH2:14][CH2:15][CH2:16][C:17]3[O:21][N:20]=[C:19]([C:22]4[CH:27]=[CH:26][CH:25]=[CH:24][CH:23]=4)[N:18]=3)=[N:12][N:11]=[C:9]12)[CH2:30][CH2:31][CH2:32][CH3:33]. The yield is 0.740. (2) The reactants are Cl.[F:2][C:3]([CH3:7])([CH3:6])[CH2:4][NH2:5].C(N(CC)CC)C.[N:15]([C@H:18]([C@H:28]1[CH2:30][O:29]1)[CH2:19][C:20]1[CH:25]=[CH:24][C:23]([O:26][CH3:27])=[CH:22][CH:21]=1)=[N+:16]=[N-:17]. The catalyst is CC(O)C. The product is [N:15]([C@@H:18]([CH2:19][C:20]1[CH:21]=[CH:22][C:23]([O:26][CH3:27])=[CH:24][CH:25]=1)[C@H:28]([OH:29])[CH2:30][NH:5][CH2:4][C:3]([F:2])([CH3:7])[CH3:6])=[N+:16]=[N-:17]. The yield is 0.500. (3) The reactants are [OH:1][C:2]1[CH:3]=[CH:4][C:5]2[S:10][C:9]([C:11]3[CH:16]=[CH:15][CH:14]=[CH:13][N:12]=3)=[N:8][C:7](=[O:17])[C:6]=2[CH:18]=1.Br[CH2:20][CH2:21][CH2:22][OH:23].C(=O)([O-])[O-].[K+].[K+].CN(C=O)C. The catalyst is O. The product is [OH:23][CH2:22][CH2:21][CH2:20][O:1][C:2]1[CH:3]=[CH:4][C:5]2[S:10][C:9]([C:11]3[CH:16]=[CH:15][CH:14]=[CH:13][N:12]=3)=[N:8][C:7](=[O:17])[C:6]=2[CH:18]=1. The yield is 0.540. (4) The reactants are [F:1][C:2]1[CH:7]=[CH:6][C:5]([NH:8][C:9](=[O:29])[CH2:10][C:11]([NH:13][C:14]2[CH:19]=[CH:18][C:17]([O:20][C:21]3[CH:26]=[CH:25][N:24]=[C:23]([NH2:27])[CH:22]=3)=[CH:16][C:15]=2[F:28])=[O:12])=[CH:4][CH:3]=1.C(N(CC)CC)C.[C:37](Cl)(=[O:40])[CH2:38][CH3:39].[OH-].[Na+]. The catalyst is CN(C)C=O. The product is [F:1][C:2]1[CH:3]=[CH:4][C:5]([NH:8][C:9](=[O:29])[CH2:10][C:11]([NH:13][C:14]2[CH:19]=[CH:18][C:17]([O:20][C:21]3[CH:26]=[CH:25][N:24]=[C:23]([NH:27][C:37](=[O:40])[CH2:38][CH3:39])[CH:22]=3)=[CH:16][C:15]=2[F:28])=[O:12])=[CH:6][CH:7]=1. The yield is 0.390. (5) The reactants are F[C:2]1[CH:10]=[CH:9][C:8]([S:11]([CH3:14])(=[O:13])=[O:12])=[CH:7][C:3]=1[C:4]([OH:6])=[O:5].C(=O)([O-])[O-].[Cs+].[Cs+].[CH2:21]([SH:23])[CH3:22].Cl. The catalyst is CN(C)C=O. The product is [CH2:21]([S:23][C:2]1[CH:10]=[CH:9][C:8]([S:11]([CH3:14])(=[O:13])=[O:12])=[CH:7][C:3]=1[C:4]([OH:6])=[O:5])[CH3:22]. The yield is 0.990. (6) The reactants are [Cl:1][CH2:2][C:3]([CH2:5]Cl)=O.[CH3:7][O:8][C:9]1[CH:17]=[CH:16][C:12]([C:13]([NH2:15])=[O:14])=[CH:11][CH:10]=1. The yield is 0.830. The catalyst is C1(C)C=CC=CC=1. The product is [Cl:1][CH2:2][C:3]1[N:15]=[C:13]([C:12]2[CH:16]=[CH:17][C:9]([O:8][CH3:7])=[CH:10][CH:11]=2)[O:14][CH:5]=1.